From a dataset of Forward reaction prediction with 1.9M reactions from USPTO patents (1976-2016). Predict the product of the given reaction. (1) Given the reactants Cl.[NH2:2][C:3]1[C:12]2[CH2:11][CH2:10][CH2:9][CH2:8][C:7]=2[C:6]([C:13]#[N:14])=[CH:5][CH:4]=1.[C:15]([O-])(O)=[O:16].[Na+].C(Cl)(Cl)=O.C1(C)C=CC=CC=1, predict the reaction product. The product is: [N:2]([C:3]1[C:12]2[CH2:11][CH2:10][CH2:9][CH2:8][C:7]=2[C:6]([C:13]#[N:14])=[CH:5][CH:4]=1)=[C:15]=[O:16]. (2) Given the reactants C[O:2][C:3]([C:5]1[C:10]([NH2:11])=[N:9][CH:8]=[C:7]([Br:12])[N:6]=1)=[O:4].[OH-].[Li+].Cl, predict the reaction product. The product is: [NH2:11][C:10]1[C:5]([C:3]([OH:4])=[O:2])=[N:6][C:7]([Br:12])=[CH:8][N:9]=1. (3) Given the reactants [O:1]1[C:10]2[C:5](=[N:6][CH:7]=[CH:8][CH:9]=2)[C:4](=O)[CH2:3][CH2:2]1.CC1OCCC1.[CH3:18][C:19]([S@@:22]([NH2:24])=[O:23])([CH3:21])[CH3:20].CCOC(C)=O, predict the reaction product. The product is: [CH3:18][C:19]([S@@:22]([N:24]=[C:4]1[C:5]2=[N:6][CH:7]=[CH:8][CH:9]=[C:10]2[O:1][CH2:2][CH2:3]1)=[O:23])([CH3:21])[CH3:20]. (4) Given the reactants [CH3:1][C:2]#[N:3].[Li]CCCC.[O:9]1[CH2:14][CH2:13][CH:12]([CH2:15][O:16][C:17]2[CH:18]=[C:19]([CH:24]=[CH:25][CH:26]=2)[C:20](OC)=[O:21])[CH2:11][CH2:10]1, predict the reaction product. The product is: [O:21]=[C:20]([C:19]1[CH:24]=[CH:25][CH:26]=[C:17]([O:16][CH2:15][CH:12]2[CH2:11][CH2:10][O:9][CH2:14][CH2:13]2)[CH:18]=1)[CH2:1][C:2]#[N:3]. (5) Given the reactants [C:1]1([CH:7]2[C:16]3[C:11](=[CH:12][CH:13]=[CH:14][CH:15]=3)[CH2:10][NH:9][CH2:8]2)[CH:6]=[CH:5][CH:4]=[CH:3][CH:2]=1.[CH:17]([O:20][C:21]1[CH:29]=[CH:28][C:27]([S:30]([CH3:33])(=[O:32])=[O:31])=[CH:26][C:22]=1[C:23](O)=[O:24])([CH3:19])[CH3:18], predict the reaction product. The product is: [CH:17]([O:20][C:21]1[CH:29]=[CH:28][C:27]([S:30]([CH3:33])(=[O:32])=[O:31])=[CH:26][C:22]=1[C:23]([N:9]1[CH2:8][CH:7]([C:1]2[CH:2]=[CH:3][CH:4]=[CH:5][CH:6]=2)[C:16]2[C:11](=[CH:12][CH:13]=[CH:14][CH:15]=2)[CH2:10]1)=[O:24])([CH3:19])[CH3:18].